Regression. Given two drug SMILES strings and cell line genomic features, predict the synergy score measuring deviation from expected non-interaction effect. From a dataset of NCI-60 drug combinations with 297,098 pairs across 59 cell lines. Drug 1: COC1=C(C=C2C(=C1)N=CN=C2NC3=CC(=C(C=C3)F)Cl)OCCCN4CCOCC4. Drug 2: CCCCC(=O)OCC(=O)C1(CC(C2=C(C1)C(=C3C(=C2O)C(=O)C4=C(C3=O)C=CC=C4OC)O)OC5CC(C(C(O5)C)O)NC(=O)C(F)(F)F)O. Cell line: TK-10. Synergy scores: CSS=24.8, Synergy_ZIP=-1.18, Synergy_Bliss=-2.53, Synergy_Loewe=-3.37, Synergy_HSA=-1.42.